From a dataset of Forward reaction prediction with 1.9M reactions from USPTO patents (1976-2016). Predict the product of the given reaction. (1) Given the reactants Cl.[F:2][C:3]1([F:20])[CH2:8][CH2:7][CH:6]([CH2:9][CH:10]2[CH2:15][CH:14]([C:16]([O:18][CH3:19])=[O:17])[CH2:13][CH2:12][NH:11]2)[CH2:5][CH2:4]1.CCN(C(C)C)C(C)C.[C:30](Cl)(=[O:33])[O:31][CH3:32], predict the reaction product. The product is: [F:20][C:3]1([F:2])[CH2:4][CH2:5][CH:6]([CH2:9][CH:10]2[CH2:15][CH:14]([C:16]([O:18][CH3:19])=[O:17])[CH2:13][CH2:12][N:11]2[C:30]([O:31][CH3:32])=[O:33])[CH2:7][CH2:8]1. (2) The product is: [CH:1]1([CH2:4][O:5][C:6]2[CH:11]=[CH:10][C:9]([C:12]3[N:17]=[CH:16][N:15]=[C:14]([NH:18][C@@H:19]([C:27]([OH:29])=[O:28])[CH2:20][C:21]4[CH:26]=[CH:25][CH:24]=[CH:23][CH:22]=4)[CH:13]=3)=[CH:8][CH:7]=2)[CH2:3][CH2:2]1. Given the reactants [CH:1]1([CH2:4][O:5][C:6]2[CH:11]=[CH:10][C:9]([C:12]3[N:17]=[CH:16][N:15]=[C:14]([NH:18][C@@H:19]([C:27]([O:29]C)=[O:28])[CH2:20][C:21]4[CH:26]=[CH:25][CH:24]=[CH:23][CH:22]=4)[CH:13]=3)=[CH:8][CH:7]=2)[CH2:3][CH2:2]1.[Li], predict the reaction product. (3) The product is: [CH2:1]([O:8][C:9]1[CH:24]=[CH:23][C:12]([O:13][C:14]2[C:15]([C:21]#[N:22])=[N:16][C:17]([F:25])=[CH:18][N:19]=2)=[CH:11][CH:10]=1)[C:2]1[CH:7]=[CH:6][CH:5]=[CH:4][CH:3]=1. Given the reactants [CH2:1]([O:8][C:9]1[CH:24]=[CH:23][C:12]([O:13][C:14]2[C:15]([C:21]#[N:22])=[N:16][C:17](Cl)=[CH:18][N:19]=2)=[CH:11][CH:10]=1)[C:2]1[CH:7]=[CH:6][CH:5]=[CH:4][CH:3]=1.[F-:25].[K+].C(OCC)(=O)C.O, predict the reaction product. (4) Given the reactants [C:1]([N:11]1[CH2:16][CH2:15][CH2:14][CH2:13][C@H:12]1[C:17]([OH:19])=O)([O:3][CH2:4][C:5]1[CH:10]=[CH:9][CH:8]=[CH:7][CH:6]=1)=[O:2].Cl.[NH2:21][CH2:22][C:23]([C:25]1[CH:30]=[CH:29][CH:28]=[CH:27][CH:26]=1)=[O:24].ON1C2C=CC=CC=2N=N1.CN(C)CCCCN=C=NCC.CN1CCOCC1, predict the reaction product. The product is: [CH2:4]([O:3][C:1]([N:11]1[CH2:16][CH2:15][CH2:14][CH2:13][CH:12]1[C:17](=[O:19])[NH:21][CH2:22][C:23](=[O:24])[C:25]1[CH:30]=[CH:29][CH:28]=[CH:27][CH:26]=1)=[O:2])[C:5]1[CH:6]=[CH:7][CH:8]=[CH:9][CH:10]=1. (5) Given the reactants [CH3:1][O:2][C:3]1[CH:22]=[CH:21][C:6]([CH2:7][N:8]2[C:12]3[N:13]=[CH:14][C:15]4[CH2:16][NH:17][CH2:18][CH2:19][C:20]=4[C:11]=3[CH:10]=[N:9]2)=[CH:5][CH:4]=1.[Cl:23][C:24](Cl)([O:26]C(=O)OC(Cl)(Cl)Cl)Cl.C(N(CC)CC)C, predict the reaction product. The product is: [CH3:1][O:2][C:3]1[CH:4]=[CH:5][C:6]([CH2:7][N:8]2[C:12]3[N:13]=[CH:14][C:15]4[CH2:16][N:17]([C:24]([Cl:23])=[O:26])[CH2:18][CH2:19][C:20]=4[C:11]=3[CH:10]=[N:9]2)=[CH:21][CH:22]=1. (6) Given the reactants FC(F)(F)S(O[C:7]1[CH:8]=[CH:9][CH:10]=[C:11]2[C:16]=1[CH:15]=[C:14]([C:17]([O:19][CH3:20])=[O:18])[CH:13]=[CH:12]2)(=O)=O.[CH3:23][O:24][C:25]1[CH:30]=[CH:29][C:28]([NH2:31])=[CH:27][CH:26]=1.C(=O)([O-])[O-].[Cs+].[Cs+].C(OCC)(=O)C, predict the reaction product. The product is: [CH3:23][O:24][C:25]1[CH:30]=[CH:29][C:28]([NH:31][C:7]2[CH:8]=[CH:9][CH:10]=[C:11]3[C:16]=2[CH:15]=[C:14]([C:17]([O:19][CH3:20])=[O:18])[CH:13]=[CH:12]3)=[CH:27][CH:26]=1. (7) Given the reactants Br[CH2:2][CH2:3][CH2:4][CH2:5][N:6]1[C:10](=[O:11])[C:9]2[CH:12]=[CH:13][CH:14]=[CH:15][C:8]=2[S:7]1(=[O:17])=[O:16].C(N(C(C)C)C(C)C)C.[CH2:27]([NH:34][CH2:35][CH:36]1[CH2:45][CH:44]([O:46][Si:47]([C:50]([CH3:53])([CH3:52])[CH3:51])([CH3:49])[CH3:48])[C:43]2[C:38](=[CH:39][CH:40]=[CH:41][CH:42]=2)[O:37]1)[C:28]1[CH:33]=[CH:32][CH:31]=[CH:30][CH:29]=1.O, predict the reaction product. The product is: [CH2:27]([N:34]([CH2:35][CH:36]1[CH2:45][CH:44]([O:46][Si:47]([C:50]([CH3:53])([CH3:52])[CH3:51])([CH3:48])[CH3:49])[C:43]2[C:38](=[CH:39][CH:40]=[CH:41][CH:42]=2)[O:37]1)[CH2:2][CH2:3][CH2:4][CH2:5][N:6]1[C:10](=[O:11])[C:9]2[CH:12]=[CH:13][CH:14]=[CH:15][C:8]=2[S:7]1(=[O:17])=[O:16])[C:28]1[CH:29]=[CH:30][CH:31]=[CH:32][CH:33]=1.